From a dataset of Peptide-MHC class II binding affinity with 134,281 pairs from IEDB. Regression. Given a peptide amino acid sequence and an MHC pseudo amino acid sequence, predict their binding affinity value. This is MHC class II binding data. (1) The binding affinity (normalized) is 0.159. The MHC is DRB1_0301 with pseudo-sequence DRB1_0301. The peptide sequence is FDISKISGEWYSIFL. (2) The peptide sequence is VHAQTVEDEARRMWA. The MHC is HLA-DQA10102-DQB10602 with pseudo-sequence HLA-DQA10102-DQB10602. The binding affinity (normalized) is 0.147. (3) The MHC is DRB1_0101 with pseudo-sequence DRB1_0101. The peptide sequence is KVSDDITYVATATLP. The binding affinity (normalized) is 0.552. (4) The peptide sequence is ETDTYPDKLPFKN. The MHC is HLA-DPA10201-DPB10101 with pseudo-sequence HLA-DPA10201-DPB10101. The binding affinity (normalized) is 0.159. (5) The peptide sequence is PTLAFPAGVCPTIGV. The MHC is HLA-DPA10201-DPB10101 with pseudo-sequence HLA-DPA10201-DPB10101. The binding affinity (normalized) is 0.112. (6) The peptide sequence is AGRFEVHAQTVEDEA. The MHC is HLA-DQA10501-DQB10301 with pseudo-sequence HLA-DQA10501-DQB10301. The binding affinity (normalized) is 0.142.